Dataset: Forward reaction prediction with 1.9M reactions from USPTO patents (1976-2016). Task: Predict the product of the given reaction. (1) Given the reactants Cl[C:2]1[CH:7]=[C:6]([C:8]2[CH:13]=[CH:12][C:11]([C:14]([F:17])([F:16])[F:15])=[CH:10][CH:9]=2)[N:5]=[CH:4][N:3]=1.[NH2:18][C:19]1[S:20][C:21]2[CH:27]=[CH:26][CH:25]=[C:24]([OH:28])[C:22]=2[N:23]=1.C(=O)([O-])[O-].[K+].[K+], predict the reaction product. The product is: [F:15][C:14]([F:17])([F:16])[C:11]1[CH:12]=[CH:13][C:8]([C:6]2[N:5]=[CH:4][N:3]=[C:2]([O:28][C:24]3[C:22]4[N:23]=[C:19]([NH2:18])[S:20][C:21]=4[CH:27]=[CH:26][CH:25]=3)[CH:7]=2)=[CH:9][CH:10]=1. (2) Given the reactants [CH2:1]([O:3][C:4](=[O:12])[CH:5]([CH3:11])[C:6]([O:8][CH2:9][CH3:10])=[O:7])[CH3:2].[H-].[Na+].Br[CH2:16][CH2:17][CH2:18][CH2:19][CH2:20][CH2:21][CH2:22][CH2:23][CH2:24][O:25][CH2:26][C:27]1[CH:32]=[CH:31][CH:30]=[CH:29][CH:28]=1, predict the reaction product. The product is: [CH2:1]([O:3][C:4](=[O:12])[C:5]([CH2:16][CH2:17][CH2:18][CH2:19][CH2:20][CH2:21][CH2:22][CH2:23][CH2:24][O:25][CH2:26][C:27]1[CH:28]=[CH:29][CH:30]=[CH:31][CH:32]=1)([CH3:11])[C:6]([O:8][CH2:9][CH3:10])=[O:7])[CH3:2].